This data is from Forward reaction prediction with 1.9M reactions from USPTO patents (1976-2016). The task is: Predict the product of the given reaction. The product is: [CH2:7]1[S:11][C@H:10]([CH2:12][OH:13])[O:9][C@@H:8]1[N:14]1[C:19](=[O:20])[N:18]=[C:17]([NH2:21])[C:16]([F:22])=[CH:15]1.[C:1]([O-:6])(=[O:5])[CH2:2][CH2:3][CH3:4]. Given the reactants [C:1]([O-:6])(=[O:5])[CH2:2][CH2:3][CH3:4].[CH2:7]1[S:11][C@@H:10]([CH2:12][OH:13])[O:9][C@H:8]1[N:14]1[C:19](=[O:20])[N:18]=[C:17]([NH2:21])[C:16]([F:22])=[CH:15]1.C1S[C@H](CO)O[C@@H]1N1C(=O)N=C(N)C(F)=C1, predict the reaction product.